Dataset: Forward reaction prediction with 1.9M reactions from USPTO patents (1976-2016). Task: Predict the product of the given reaction. (1) Given the reactants C1COCC1.[Cl:6][C:7]1[CH:8]=[C:9]([CH2:23][CH2:24][C:25]#[N:26])[CH:10]=[C:11]([CH2:14][O:15][Si](C(C)(C)C)(C)C)[C:12]=1[Cl:13].CCCC[N+](CCCC)(CCCC)CCCC.[F-], predict the reaction product. The product is: [Cl:6][C:7]1[CH:8]=[C:9]([CH2:23][CH2:24][C:25]#[N:26])[CH:10]=[C:11]([CH2:14][OH:15])[C:12]=1[Cl:13]. (2) Given the reactants [C:1]1([OH:7])[CH:6]=[CH:5][CH:4]=[CH:3][CH:2]=1.Cl[C:9]1[CH:14]=[C:13]([Cl:15])[N:12]=[C:11]([NH2:16])[CH:10]=1.[H-].[Na+].CS(C)=O, predict the reaction product. The product is: [Cl:15][C:13]1[N:12]=[C:11]([NH2:16])[CH:10]=[C:9]([O:7][C:1]2[CH:6]=[CH:5][CH:4]=[CH:3][CH:2]=2)[CH:14]=1.